From a dataset of NCI-60 drug combinations with 297,098 pairs across 59 cell lines. Regression. Given two drug SMILES strings and cell line genomic features, predict the synergy score measuring deviation from expected non-interaction effect. (1) Drug 1: C(CC(=O)O)C(=O)CN.Cl. Drug 2: CCC1(C2=C(COC1=O)C(=O)N3CC4=CC5=C(C=CC(=C5CN(C)C)O)N=C4C3=C2)O.Cl. Cell line: OVCAR-5. Synergy scores: CSS=26.1, Synergy_ZIP=-9.39, Synergy_Bliss=-3.36, Synergy_Loewe=-14.8, Synergy_HSA=-1.77. (2) Synergy scores: CSS=15.7, Synergy_ZIP=-6.98, Synergy_Bliss=-0.895, Synergy_Loewe=-2.95, Synergy_HSA=-0.152. Drug 2: C1CN(CCN1C(=O)CCBr)C(=O)CCBr. Cell line: SN12C. Drug 1: C1CN1P(=S)(N2CC2)N3CC3. (3) Drug 1: CN(CC1=CN=C2C(=N1)C(=NC(=N2)N)N)C3=CC=C(C=C3)C(=O)NC(CCC(=O)O)C(=O)O. Drug 2: C1CN1P(=S)(N2CC2)N3CC3. Cell line: UO-31. Synergy scores: CSS=35.3, Synergy_ZIP=1.44, Synergy_Bliss=2.04, Synergy_Loewe=-4.12, Synergy_HSA=-3.90. (4) Drug 1: C1=C(C(=O)NC(=O)N1)F. Drug 2: CC1=C(C=C(C=C1)C(=O)NC2=CC(=CC(=C2)C(F)(F)F)N3C=C(N=C3)C)NC4=NC=CC(=N4)C5=CN=CC=C5. Cell line: KM12. Synergy scores: CSS=19.3, Synergy_ZIP=-15.5, Synergy_Bliss=-27.9, Synergy_Loewe=-21.9, Synergy_HSA=-21.7. (5) Drug 1: C1CN1P(=S)(N2CC2)N3CC3. Drug 2: C1CNP(=O)(OC1)N(CCCl)CCCl. Cell line: OVCAR3. Synergy scores: CSS=-4.38, Synergy_ZIP=0.779, Synergy_Bliss=-0.731, Synergy_Loewe=-6.26, Synergy_HSA=-4.33. (6) Drug 1: C1CN1P(=S)(N2CC2)N3CC3. Drug 2: CN1C(=O)N2C=NC(=C2N=N1)C(=O)N. Cell line: SF-268. Synergy scores: CSS=26.9, Synergy_ZIP=-5.31, Synergy_Bliss=6.14, Synergy_Loewe=-6.01, Synergy_HSA=1.14. (7) Drug 1: CCCS(=O)(=O)NC1=C(C(=C(C=C1)F)C(=O)C2=CNC3=C2C=C(C=N3)C4=CC=C(C=C4)Cl)F. Drug 2: CN(CCCl)CCCl.Cl. Cell line: CAKI-1. Synergy scores: CSS=41.9, Synergy_ZIP=-2.39, Synergy_Bliss=2.18, Synergy_Loewe=-12.8, Synergy_HSA=4.01. (8) Drug 1: CC1=C(C=C(C=C1)NC2=NC=CC(=N2)N(C)C3=CC4=NN(C(=C4C=C3)C)C)S(=O)(=O)N.Cl. Drug 2: C1=NC2=C(N=C(N=C2N1C3C(C(C(O3)CO)O)O)F)N. Cell line: CAKI-1. Synergy scores: CSS=19.7, Synergy_ZIP=-8.61, Synergy_Bliss=-1.64, Synergy_Loewe=-3.00, Synergy_HSA=-1.57.